From a dataset of Forward reaction prediction with 1.9M reactions from USPTO patents (1976-2016). Predict the product of the given reaction. (1) Given the reactants Cl[C:2]1[S:3][C:4]2[CH:10]=[CH:9][CH:8]=[C:7]([CH3:11])[C:5]=2[N:6]=1.[Br:12][C:13]1[CH:19]=[CH:18][C:16]([NH2:17])=[C:15]([F:20])[CH:14]=1.Cl, predict the reaction product. The product is: [Br:12][C:13]1[CH:19]=[CH:18][C:16]([NH:17][C:2]2[S:3][C:4]3[CH:10]=[CH:9][CH:8]=[C:7]([CH3:11])[C:5]=3[N:6]=2)=[C:15]([F:20])[CH:14]=1. (2) Given the reactants CO[C:3](=[O:24])[C:4]1[CH:9]=[CH:8][C:7]([O:10][CH2:11][C:12]2[C:13]([C:18]3[CH:23]=[CH:22][CH:21]=[CH:20][CH:19]=3)=[N:14][O:15][C:16]=2[CH3:17])=[N:6][CH:5]=1.[NH2:25][CH2:26][CH2:27][CH2:28][CH2:29][CH2:30][OH:31], predict the reaction product. The product is: [OH:31][CH2:30][CH2:29][CH2:28][CH2:27][CH2:26][NH:25][C:3](=[O:24])[C:4]1[CH:9]=[CH:8][C:7]([O:10][CH2:11][C:12]2[C:13]([C:18]3[CH:19]=[CH:20][CH:21]=[CH:22][CH:23]=3)=[N:14][O:15][C:16]=2[CH3:17])=[N:6][CH:5]=1.